Predict the reaction yield, written as a fraction of the theoretical maximum amount of product (1.0 means a 100% yield; for example, 0.34 means a 34% yield). From a dataset of Reaction yield outcomes from USPTO patents with 853,638 reactions. (1) The reactants are [Cl:1][C:2]1[CH:7]=[CH:6][C:5]([C@@H:8]([NH2:16])[CH2:9][CH2:10][N:11]([CH2:14][CH3:15])[CH2:12][CH3:13])=[CH:4][CH:3]=1.[C:17]([O:21][C:22]([NH:24][C:25]1([C:40](O)=[O:41])[CH2:30][CH2:29][N:28]([C:31]2[C:32]3[CH:39]=[CH:38][NH:37][C:33]=3[N:34]=[CH:35][N:36]=2)[CH2:27][CH2:26]1)=[O:23])([CH3:20])([CH3:19])[CH3:18].CCN(C(C)C)C(C)C.F[P-](F)(F)(F)(F)F.N1(OC(N(C)C)=[N+](C)C)C2N=CC=CC=2N=N1. The catalyst is CC(N(C)C)=O.CCOC(C)=O. The product is [Cl:1][C:2]1[CH:3]=[CH:4][C:5]([C@@H:8]([NH:16][C:40]([C:25]2([NH:24][C:22](=[O:23])[O:21][C:17]([CH3:19])([CH3:18])[CH3:20])[CH2:26][CH2:27][N:28]([C:31]3[C:32]4[CH:39]=[CH:38][NH:37][C:33]=4[N:34]=[CH:35][N:36]=3)[CH2:29][CH2:30]2)=[O:41])[CH2:9][CH2:10][N:11]([CH2:14][CH3:15])[CH2:12][CH3:13])=[CH:6][CH:7]=1. The yield is 0.655. (2) The reactants are [CH3:1][C@H:2]1[C:10]2[C:9](O)=[N:8][CH:7]=[N:6][C:5]=2[CH2:4][CH2:3]1.O=P(Cl)(Cl)[Cl:14]. No catalyst specified. The product is [Cl:14][C:9]1[C:10]2[C@H:2]([CH3:1])[CH2:3][CH2:4][C:5]=2[N:6]=[CH:7][N:8]=1. The yield is 0.490. (3) The reactants are [CH2:1]([O:8][C@@H:9]1[C@@H:14]([O:15][CH2:16][C:17]2[CH:22]=[CH:21][CH:20]=[CH:19][CH:18]=2)[C@@H:13]([O:23][CH2:24][C:25]2[CH:30]=[CH:29][CH:28]=[CH:27][CH:26]=2)[C@@H:12]([CH2:31][O:32][CH2:33][C:34]2[CH:39]=[CH:38][CH:37]=[CH:36][CH:35]=2)[O:11][C@:10]21[C:47]1[C:42](=[CH:43][C:44]([CH3:50])=[C:45]([CH2:48]Cl)[CH:46]=1)[CH2:41][O:40]2)[C:2]1[CH:7]=[CH:6][CH:5]=[CH:4][CH:3]=1.[CH:51]([C:54]1[CH:59]=[CH:58][C:57](B(O)O)=[CH:56][CH:55]=1)([CH3:53])[CH3:52].C(=O)([O-])[O-].[Na+].[Na+]. The catalyst is CN(C=O)C.O.[Br-].C([N+](CCCC)(CCCC)CCCC)CCC. The product is [CH2:1]([O:8][C@@H:9]1[C@@H:14]([O:15][CH2:16][C:17]2[CH:22]=[CH:21][CH:20]=[CH:19][CH:18]=2)[C@@H:13]([O:23][CH2:24][C:25]2[CH:30]=[CH:29][CH:28]=[CH:27][CH:26]=2)[C@@H:12]([CH2:31][O:32][CH2:33][C:34]2[CH:39]=[CH:38][CH:37]=[CH:36][CH:35]=2)[O:11][C@:10]21[C:47]1[C:42](=[CH:43][C:44]([CH3:50])=[C:45]([CH2:48][C:57]3[CH:58]=[CH:59][C:54]([CH:51]([CH3:53])[CH3:52])=[CH:55][CH:56]=3)[CH:46]=1)[CH2:41][O:40]2)[C:2]1[CH:7]=[CH:6][CH:5]=[CH:4][CH:3]=1. The yield is 0.476.